Dataset: Forward reaction prediction with 1.9M reactions from USPTO patents (1976-2016). Task: Predict the product of the given reaction. (1) The product is: [Cl-:33].[C:14]([C:18]1[N:23]=[C:22]([N:24]2[CH2:29][CH2:28][NH+:27]([CH2:30][CH2:31][CH2:32][N:1]3[C:10]4[C:5](=[CH:6][CH:7]=[CH:8][CH:9]=4)[CH2:4][CH2:3][C:2]3=[O:11])[CH2:26][CH2:25]2)[CH:21]=[C:20]([C:34]([F:35])([F:36])[F:37])[N:19]=1)([CH3:15])([CH3:16])[CH3:17]. Given the reactants [NH:1]1[C:10]2[C:5](=[CH:6][CH:7]=[CH:8][CH:9]=2)[CH2:4][CH2:3][C:2]1=[O:11].[H-].[Na+].[C:14]([C:18]1[N:23]=[C:22]([N:24]2[CH2:29][CH2:28][N:27]([CH2:30][CH2:31][CH2:32][Cl:33])[CH2:26][CH2:25]2)[CH:21]=[C:20]([C:34]([F:37])([F:36])[F:35])[N:19]=1)([CH3:17])([CH3:16])[CH3:15], predict the reaction product. (2) Given the reactants [Cl:1][C:2]1[N:7]=[C:6](I)[C:5]([O:9][CH2:10][CH2:11][C:12]2[CH:16]=[CH:15][S:14][CH:13]=2)=[CH:4][CH:3]=1.C(=O)([O-])[O-].[K+].[K+], predict the reaction product. The product is: [Cl:1][C:2]1[CH:3]=[CH:4][C:5]2[O:9][CH2:10][CH2:11][C:12]3[CH:16]=[CH:15][S:14][C:13]=3[C:6]=2[N:7]=1. (3) Given the reactants C([N:4]1[CH2:25][CH2:24][C:7]2[N:8]([CH:16]=[CH:17][C:18]3[CH:23]=[CH:22][N:21]=[CH:20][CH:19]=3)[C:9]3[CH:10]=[CH:11][C:12]([CH3:15])=[CH:13][C:14]=3[C:6]=2[CH2:5]1)C=C.CN1C(=O)CC(=O)N(C)C1=O, predict the reaction product. The product is: [CH3:15][C:12]1[CH:11]=[CH:10][C:9]2[N:8]([CH:16]=[CH:17][C:18]3[CH:23]=[CH:22][N:21]=[CH:20][CH:19]=3)[C:7]3[CH2:24][CH2:25][NH:4][CH2:5][C:6]=3[C:14]=2[CH:13]=1.